Dataset: Reaction yield outcomes from USPTO patents with 853,638 reactions. Task: Predict the reaction yield, written as a fraction of the theoretical maximum amount of product (1.0 means a 100% yield; for example, 0.34 means a 34% yield). (1) The reactants are [Cl:1][C:2]1[CH:7]=[C:6]([Cl:8])[CH:5]=[CH:4][C:3]=1[C:9](=[O:16])[CH2:10][C:11]1[NH:12][CH:13]=[CH:14][N:15]=1.C1COCC1.[OH-].[K+].[C:24]([O:28][CH2:29][CH3:30])(=[O:27])[CH:25]=[CH2:26]. The catalyst is O.C(O)C. The product is [Cl:1][C:2]1[CH:7]=[C:6]([Cl:8])[CH:5]=[CH:4][C:3]=1[C:9](=[O:16])[CH:10]([C:11]1[NH:15][CH:14]=[CH:13][N:12]=1)[CH2:26][CH2:25][C:24]([O:28][CH2:29][CH3:30])=[O:27]. The yield is 1.08. (2) The reactants are [CH3:1][O:2][C:3]1[CH:4]=[C:5]([S:9](Cl)(=[O:11])=[O:10])[CH:6]=[CH:7][CH:8]=1.[F:13][C:14]1[CH:19]=[CH:18][C:17]([F:20])=[CH:16][C:15]=1[C:21]1[CH:26]=[CH:25][CH:24]=[CH:23][C:22]=1[CH:27]([NH2:29])[CH3:28].C(N(CC)CC)C. No catalyst specified. The product is [F:13][C:14]1[CH:19]=[CH:18][C:17]([F:20])=[CH:16][C:15]=1[C:21]1[CH:26]=[CH:25][CH:24]=[CH:23][C:22]=1[CH:27]([NH:29][S:9]([C:5]1[CH:6]=[CH:7][CH:8]=[C:3]([O:2][CH3:1])[CH:4]=1)(=[O:11])=[O:10])[CH3:28]. The yield is 0.940. (3) The reactants are [CH3:1][C:2]1[CH:24]=[CH:23][CH:22]=[CH:21][C:3]=1[CH2:4][N:5]1[CH2:9][CH2:8][N:7]([CH2:10][C:11]2[CH:16]=[CH:15][C:14]([N+:17]([O-])=O)=[CH:13][CH:12]=2)[C:6]1=[O:20]. The catalyst is [Zn].C(O)(=O)C.O1CCCC1. The product is [NH2:17][C:14]1[CH:13]=[CH:12][C:11]([CH2:10][N:7]2[CH2:8][CH2:9][N:5]([CH2:4][C:3]3[CH:21]=[CH:22][CH:23]=[CH:24][C:2]=3[CH3:1])[C:6]2=[O:20])=[CH:16][CH:15]=1. The yield is 0.690. (4) The reactants are [CH3:1][O:2][C:3](=[O:17])[C:4]1[CH:13]=[C:12]([O:14][CH2:15][CH3:16])[CH:11]=[C:6]([C:7]([O:9]C)=[O:8])[CH:5]=1.[OH-].[Na+]. The catalyst is CO. The product is [CH3:1][O:2][C:3](=[O:17])[C:4]1[CH:13]=[C:12]([O:14][CH2:15][CH3:16])[CH:11]=[C:6]([C:7]([OH:9])=[O:8])[CH:5]=1. The yield is 0.820. (5) The reactants are CS(C)=O.C=O.[C:7](=O)([O-])[OH:8].[Na+].[OH:12][C:13]1[C:25]([C:26]([F:29])([F:28])[F:27])=[CH:24][CH:23]=[C:22]([CH2:30][O:31][C:32]2[CH:37]=[CH:36][C:35]([C:38]3[CH:43]=[CH:42][C:41]([CH2:44][C:45]([O:47][CH3:48])=[O:46])=[CH:40][CH:39]=3)=[CH:34][CH:33]=2)[C:14]=1[C:15]([O:17][C:18]([CH3:21])([CH3:20])[CH3:19])=[O:16]. The catalyst is C(OCC)(=O)C. The product is [OH:12][C:13]1[C:25]([C:26]([F:28])([F:29])[F:27])=[CH:24][CH:23]=[C:22]([CH2:30][O:31][C:32]2[CH:37]=[CH:36][C:35]([C:38]3[CH:43]=[CH:42][C:41]([CH:44]([C:45]([O:47][CH3:48])=[O:46])[CH2:7][OH:8])=[CH:40][CH:39]=3)=[CH:34][CH:33]=2)[C:14]=1[C:15]([O:17][C:18]([CH3:19])([CH3:20])[CH3:21])=[O:16]. The yield is 0.580.